This data is from Forward reaction prediction with 1.9M reactions from USPTO patents (1976-2016). The task is: Predict the product of the given reaction. (1) Given the reactants BrC1C=CC2C3[C:6](=[CH:7][C:8](Br)=[CH:9][CH:10]=3)[C:5]([CH2:24][CH2:25][CH2:26][CH2:27][CH2:28][CH2:29][CH2:30][CH3:31])([CH2:16][CH2:17][CH2:18][CH2:19][CH2:20][CH2:21][CH2:22][CH3:23])C=2C=1.ClC1C=C[C:36]([C:39]2[CH:44]=C[CH:35]=[C:36]([C:39]3C=CC(Cl)=C[CH:44]=3)N=2)=[CH:35]C=1.[C:52]1(P(C2C=CC=CC=2)C2C=CC=CC=2)[CH:57]=CC=C[CH:53]=1.[I-].[Na+].Cl, predict the reaction product. The product is: [CH2:16]([C:5]1[CH:24]=[CH:25][C:26]2[C:57]3[C:29](=[CH:30][CH:31]=[CH:53][CH:52]=3)[CH2:28][C:27]=2[C:6]=1[CH2:7][CH2:8][CH2:9][CH2:10][CH2:35][CH2:36][CH2:39][CH3:44])[CH2:17][CH2:18][CH2:19][CH2:20][CH2:21][CH2:22][CH3:23]. (2) Given the reactants Br[C:2]1[N:3]=[C:4]([C@@H:15]([NH:19][S:20]([C:22]([CH3:25])([CH3:24])[CH3:23])=[O:21])[CH2:16][CH:17]=[CH2:18])[N:5]([CH2:7][O:8][CH2:9][CH2:10][Si:11]([CH3:14])([CH3:13])[CH3:12])[CH:6]=1.[F:26][C:27]1[CH:28]=[CH:29][C:30]([N+:36]([O-:38])=[O:37])=[C:31](B(O)O)[CH:32]=1.C(=O)([O-])[O-].[K+].[K+], predict the reaction product. The product is: [F:26][C:27]1[CH:32]=[CH:31][C:30]([N+:36]([O-:38])=[O:37])=[C:29]([C:2]2[N:3]=[C:4]([C@@H:15]([NH:19][S:20]([C:22]([CH3:25])([CH3:24])[CH3:23])=[O:21])[CH2:16][CH:17]=[CH2:18])[N:5]([CH2:7][O:8][CH2:9][CH2:10][Si:11]([CH3:14])([CH3:13])[CH3:12])[CH:6]=2)[CH:28]=1.